This data is from Forward reaction prediction with 1.9M reactions from USPTO patents (1976-2016). The task is: Predict the product of the given reaction. Given the reactants C[C:2]([C:11]1[N:12]([CH3:31])[C:13](=[O:30])[C:14]2[C:19]([C:20]=1[C:21]1[CH:26]=[CH:25][C:24]([CH3:27])=[CH:23][C:22]=1C)=[CH:18][CH:17]=[C:16](Br)[CH:15]=2)([O:6][C:7]([CH3:10])([CH3:9])[CH3:8])[C:3]([OH:5])=[O:4].C[Si]([C:36]#[CH:37])(C)C.[CH3:38]CN(C(C)C)C(C)C, predict the reaction product. The product is: [CH3:8][C:7]([O:6][CH:2]([C:11]1[N:12]([CH3:31])[C:13](=[O:30])[C:14]2[C:19]([C:20]=1[C:21]1[CH:26]=[CH:25][C:24]([CH3:27])=[C:23]([CH3:38])[CH:22]=1)=[CH:18][CH:17]=[C:16]([C:36]#[CH:37])[CH:15]=2)[C:3]([OH:5])=[O:4])([CH3:10])[CH3:9].